Predict the reaction yield, written as a fraction of the theoretical maximum amount of product (1.0 means a 100% yield; for example, 0.34 means a 34% yield). From a dataset of Reaction yield outcomes from USPTO patents with 853,638 reactions. (1) The yield is 0.500. The product is [CH2:1]([CH:3]([CH:8]([OH:10])[CH3:9])[C:4]([O:6][CH3:7])=[O:5])[CH3:2]. No catalyst specified. The reactants are [CH2:1]([CH:3]([C:8](=[O:10])[CH3:9])[C:4]([O:6][CH3:7])=[O:5])[CH3:2].C(C(C(=O)C)C(OCC)=O)C. (2) The reactants are [CH3:1][O:2][C:3]1[CH:8]=[CH:7][C:6]([N:9]2[C:13]3[C:14]4[CH:15]=[N:16][NH:17][C:18]=4[CH2:19][CH2:20][C:12]=3[C:11]([C:21]([O:23]CC)=O)=[N:10]2)=[CH:5][CH:4]=1.[OH-].[NH4+:27]. The catalyst is CO.O. The product is [CH3:1][O:2][C:3]1[CH:4]=[CH:5][C:6]([N:9]2[C:13]3[C:14]4[CH:15]=[N:16][NH:17][C:18]=4[CH2:19][CH2:20][C:12]=3[C:11]([C:21]([NH2:27])=[O:23])=[N:10]2)=[CH:7][CH:8]=1. The yield is 0.750. (3) The reactants are [CH2:1]([O:3][C:4]([C:6]1[O:7][C:8]2[CH:15]=[CH:14][CH:13]=[C:12]([NH:16][C:17](=[O:19])[CH3:18])[C:9]=2[C:10]=1[CH3:11])=[O:5])[CH3:2].I[CH3:21].[H-].[Na+]. The catalyst is CN(C=O)C. The product is [CH2:1]([O:3][C:4]([C:6]1[O:7][C:8]2[CH:15]=[CH:14][CH:13]=[C:12]([N:16]([C:17](=[O:19])[CH3:18])[CH3:21])[C:9]=2[C:10]=1[CH3:11])=[O:5])[CH3:2]. The yield is 0.350. (4) The reactants are [NH2:1][C:2]1[N:3]=[C:4](Cl)[C:5]([C:15]2[CH:22]=[CH:21][C:20]([O:23][CH3:24])=[CH:19][C:16]=2[CH:17]=[O:18])=[N:6][C:7]=1[CH2:8][C:9]1[CH:14]=[CH:13][CH:12]=[CH:11][CH:10]=1.[CH2:26]([Sn](CCCC)(CCCC)C=C)[CH2:27]CC.O. The catalyst is C1(C)C=CC=CC=1.[Cl-].C([N+](CCCC)(CCCC)CCCC)CCC.Cl[Pd](Cl)([P](C1C=CC=CC=1)(C1C=CC=CC=1)C1C=CC=CC=1)[P](C1C=CC=CC=1)(C1C=CC=CC=1)C1C=CC=CC=1. The product is [NH2:1][C:2]1[N:3]=[C:4]([CH:26]=[CH2:27])[C:5]([C:15]2[CH:22]=[CH:21][C:20]([O:23][CH3:24])=[CH:19][C:16]=2[CH:17]=[O:18])=[N:6][C:7]=1[CH2:8][C:9]1[CH:14]=[CH:13][CH:12]=[CH:11][CH:10]=1. The yield is 0.555. (5) The reactants are [OH:1][C:2]1[CH:7]=[CH:6][C:5]([C@@H:8]([C:15]#[C:16][CH3:17])[CH2:9][C:10]([O:12][CH2:13][CH3:14])=[O:11])=[CH:4][CH:3]=1.C(=O)([O-])[O-].[K+].[K+].Br[CH2:25][C:26]1[CH:46]=[CH:45][C:29]([CH2:30][N:31]2[CH2:36][CH2:35][C:34]3([C:44]4[C:39](=[CH:40][CH:41]=[CH:42][CH:43]=4)[CH:38]=[CH:37]3)[CH2:33][CH2:32]2)=[CH:28][CH:27]=1. The catalyst is C(#N)C. The product is [N:31]1([CH2:30][C:29]2[CH:45]=[CH:46][C:26]([CH2:25][O:1][C:2]3[CH:3]=[CH:4][C:5]([C@@H:8]([C:15]#[C:16][CH3:17])[CH2:9][C:10]([O:12][CH2:13][CH3:14])=[O:11])=[CH:6][CH:7]=3)=[CH:27][CH:28]=2)[CH2:36][CH2:35][C:34]2([C:44]3[C:39](=[CH:40][CH:41]=[CH:42][CH:43]=3)[CH:38]=[CH:37]2)[CH2:33][CH2:32]1. The yield is 0.380. (6) The reactants are [Br:1][C:2]1[CH:3]=[N:4][CH:5]=[CH:6][C:7]=1[SH:8].Br[C:10]([CH3:17])([CH3:16])[C:11]([O:13][CH2:14][CH3:15])=[O:12].C(=O)([O-])[O-].[Na+].[Na+]. The catalyst is CN(C=O)C. The product is [Br:1][C:2]1[CH:3]=[N:4][CH:5]=[CH:6][C:7]=1[S:8][C:10]([CH3:17])([CH3:16])[C:11]([O:13][CH2:14][CH3:15])=[O:12]. The yield is 0.880. (7) The reactants are Cl.[N:2]1([CH2:7][CH2:8][CH2:9][C:10]([OH:12])=O)[CH2:6][CH2:5][CH2:4][CH2:3]1.CC(C)N=C=N[CH:18]([CH3:20])[CH3:19].CC[N:24]([CH2:27][CH3:28])[CH2:25][CH3:26].Cl[C:30]1[CH:35]=[C:34]([NH2:36])[CH:33]=[C:32]([N:37]2[CH2:42][CH2:41][O:40][CH2:39][CH2:38]2)[N:31]=1.[CH3:43]N(C=O)C. No catalyst specified. The product is [NH:24]1[C:25]2[C:26](=[C:43]([C:30]3[CH:35]=[C:34]([NH:36][C:10](=[O:12])[CH2:9][CH2:8][CH2:7][N:2]4[CH2:3][CH2:4][CH2:5][CH2:6]4)[CH:33]=[C:32]([N:37]4[CH2:42][CH2:41][O:40][CH2:39][CH2:38]4)[N:31]=3)[CH:20]=[CH:18][CH:19]=2)[CH:28]=[CH:27]1. The yield is 0.120. (8) The reactants are [Li]CCCC.[CH3:6][N:7]1[CH:11]=[CH:10][N:9]=[CH:8]1.[NH2:12][C:13]1[CH:21]=[CH:20][C:19]([Cl:22])=[CH:18][C:14]=1[C:15](O)=[O:16].[NH4+].[Cl-]. The catalyst is CCCCCC.CCOCC. The product is [NH2:12][C:13]1[CH:21]=[CH:20][C:19]([Cl:22])=[CH:18][C:14]=1[C:15]([C:8]1[N:7]([CH3:6])[CH:11]=[CH:10][N:9]=1)=[O:16]. The yield is 0.137. (9) The reactants are C1(C(C2C=CC=CC=2)=[N:8][NH:9][C:10]2[CH:15]=[CH:14][C:13]([O:16][C:17]([F:23])([F:22])[C:18]([F:21])([F:20])[F:19])=[CH:12][CH:11]=2)C=CC=CC=1.[ClH:30]. The catalyst is CCO. The product is [ClH:30].[F:22][C:17]([F:23])([O:16][C:13]1[CH:12]=[CH:11][C:10]([NH:9][NH2:8])=[CH:15][CH:14]=1)[C:18]([F:19])([F:21])[F:20]. The yield is 0.820. (10) The reactants are [C:1]([O:4][C@H:5]([C:7]1[O:8][C:9]([C:12]2[CH:13]=[CH:14][C:15]3[O:19][CH:18]=[C:17](Br)[C:16]=3[CH:21]=2)=[N:10][N:11]=1)[CH3:6])(=[O:3])[CH3:2].[CH3:22][S:23][C:24]1[CH:29]=[CH:28][C:27](B(O)O)=[CH:26][CH:25]=1. No catalyst specified. The product is [C:1]([O:4][C@H:5]([C:7]1[O:8][C:9]([C:12]2[CH:13]=[CH:14][C:15]3[O:19][CH:18]=[C:17]([C:27]4[CH:28]=[CH:29][C:24]([S:23][CH3:22])=[CH:25][CH:26]=4)[C:16]=3[CH:21]=2)=[N:10][N:11]=1)[CH3:6])(=[O:3])[CH3:2]. The yield is 0.640.